Dataset: Catalyst prediction with 721,799 reactions and 888 catalyst types from USPTO. Task: Predict which catalyst facilitates the given reaction. Reactant: [CH2:1]([C:8]1[CH:9]=[C:10]([C:28]2[CH:33]=[CH:32][C:31]([CH2:34]CC#N)=[CH:30][C:29]=2[CH2:38][CH:39]([CH3:41])[CH3:40])[CH:11]=[CH:12][C:13]=1[C:14]1[CH:19]=[CH:18][C:17]([O:20]CC#N)=[C:16]([CH2:24][CH:25]([CH3:27])[CH3:26])[CH:15]=1)[C:2]1[CH:7]=[CH:6][CH:5]=[CH:4][CH:3]=1.C1COCC1.Cl.C(Cl)Cl.CO.CC[O:55][C:56]([CH3:58])=[O:57].[CH3:59][C:60]([OH:62])=[O:61]. Product: [CH2:1]([C:8]1[CH:9]=[C:10]([C:28]2[CH:33]=[CH:32][C:31]([CH2:34][CH2:58][C:56]([OH:55])=[O:57])=[CH:30][C:29]=2[CH2:38][CH:39]([CH3:41])[CH3:40])[CH:11]=[CH:12][C:13]=1[C:14]1[CH:19]=[CH:18][C:17]([O:20][CH2:59][C:60]([OH:62])=[O:61])=[C:16]([CH2:24][CH:25]([CH3:27])[CH3:26])[CH:15]=1)[C:2]1[CH:3]=[CH:4][CH:5]=[CH:6][CH:7]=1. The catalyst class is: 5.